This data is from TCR-epitope binding with 47,182 pairs between 192 epitopes and 23,139 TCRs. The task is: Binary Classification. Given a T-cell receptor sequence (or CDR3 region) and an epitope sequence, predict whether binding occurs between them. (1) The epitope is FPPTSFGPL. The TCR CDR3 sequence is CASRSSYSYNEQFF. Result: 1 (the TCR binds to the epitope). (2) The epitope is FVDGVPFVV. The TCR CDR3 sequence is CASSEWRTGRGTEAFF. Result: 1 (the TCR binds to the epitope). (3) The epitope is KPLEFGATSAAL. The TCR CDR3 sequence is CASSYDARYLYGYTF. Result: 1 (the TCR binds to the epitope). (4) The epitope is FADDLNQLTGY. The TCR CDR3 sequence is CASSQEARSSYEQYF. Result: 1 (the TCR binds to the epitope).